From a dataset of Catalyst prediction with 721,799 reactions and 888 catalyst types from USPTO. Predict which catalyst facilitates the given reaction. Reactant: [H-].[Al+3].[Li+].[H-].[H-].[H-].[C:7]([N:26]1[CH2:33][CH2:32][CH2:31][C@@H:27]1[C:28]([NH2:30])=O)([C:20]1[CH:25]=[CH:24][CH:23]=[CH:22][CH:21]=1)([C:14]1[CH:19]=[CH:18][CH:17]=[CH:16][CH:15]=1)[C:8]1[CH:13]=[CH:12][CH:11]=[CH:10][CH:9]=1.O.[OH-].[Na+]. Product: [C:7]([N:26]1[CH2:33][CH2:32][CH2:31][C@@H:27]1[CH2:28][NH2:30])([C:14]1[CH:15]=[CH:16][CH:17]=[CH:18][CH:19]=1)([C:20]1[CH:25]=[CH:24][CH:23]=[CH:22][CH:21]=1)[C:8]1[CH:9]=[CH:10][CH:11]=[CH:12][CH:13]=1. The catalyst class is: 1.